From a dataset of Reaction yield outcomes from USPTO patents with 853,638 reactions. Predict the reaction yield, written as a fraction of the theoretical maximum amount of product (1.0 means a 100% yield; for example, 0.34 means a 34% yield). (1) The yield is 0.690. The catalyst is C(Cl)(Cl)Cl. The product is [CH2:1]([O:3][C:4]([CH:6]1[N:11]([S:32]([C:29]2[CH:30]=[CH:31][C:26]([F:25])=[CH:27][CH:28]=2)(=[O:34])=[O:33])[CH2:10][CH2:9][N:8]([C:12]([O:14][C:15]([CH3:17])([CH3:16])[CH3:18])=[O:13])[CH2:7]1)=[O:5])[CH3:2]. The reactants are [CH2:1]([O:3][C:4]([CH:6]1[NH:11][CH2:10][CH2:9][N:8]([C:12]([O:14][C:15]([CH3:18])([CH3:17])[CH3:16])=[O:13])[CH2:7]1)=[O:5])[CH3:2].N1C=CC=CC=1.[F:25][C:26]1[CH:31]=[CH:30][C:29]([S:32](Cl)(=[O:34])=[O:33])=[CH:28][CH:27]=1. (2) The reactants are [Cl:1][C:2]1[N:7]=[CH:6][C:5]([CH2:8][NH:9][C:10]2[CH2:14][O:13][C:12](=[O:15])[CH:11]=2)=[CH:4][CH:3]=1.[H-].[Na+].Br[CH2:19][CH:20]=[C:21]([Cl:23])[Cl:22].CO. The catalyst is O1CCCC1. The product is [Cl:1][C:2]1[N:7]=[CH:6][C:5]([CH2:8][N:9]([CH2:19][CH:20]=[C:21]([Cl:23])[Cl:22])[C:10]2[CH2:14][O:13][C:12](=[O:15])[CH:11]=2)=[CH:4][CH:3]=1. The yield is 0.500.